From a dataset of Forward reaction prediction with 1.9M reactions from USPTO patents (1976-2016). Predict the product of the given reaction. Given the reactants Cl[C:2]1[CH:9]=[CH:8][C:5]([C:6]#[N:7])=[C:4]([O:10][CH2:11][CH2:12][O:13][CH:14]2[CH2:19][CH2:18][CH2:17][CH2:16][O:15]2)[N:3]=1.[Br:20][C:21]1[CH:28]=[CH:27][C:26]([OH:29])=[CH:25][C:22]=1[CH:23]=[O:24].C(=O)([O-])[O-].[K+].[K+], predict the reaction product. The product is: [Br:20][C:21]1[CH:28]=[CH:27][C:26]([O:29][C:2]2[CH:9]=[CH:8][C:5]([C:6]#[N:7])=[C:4]([O:10][CH2:11][CH2:12][O:13][CH:14]3[CH2:19][CH2:18][CH2:17][CH2:16][O:15]3)[N:3]=2)=[CH:25][C:22]=1[CH:23]=[O:24].